Task: Predict the product of the given reaction.. Dataset: Forward reaction prediction with 1.9M reactions from USPTO patents (1976-2016) (1) The product is: [N:36]([CH2:2][CH2:3][CH2:4][S:5]([O:8][CH2:9][C:10]([CH3:35])([CH3:34])[C@@H:11]([O:26][Si:27]([CH3:33])([CH3:32])[C:28]([CH3:31])([CH3:30])[CH3:29])[C:12]([O:14][CH:15]([O:19][C:20]([O:22][CH:23]([CH3:25])[CH3:24])=[O:21])[CH:16]([CH3:18])[CH3:17])=[O:13])(=[O:7])=[O:6])=[N+:37]=[N-:38]. Given the reactants Cl[CH2:2][CH2:3][CH2:4][S:5]([O:8][CH2:9][C:10]([CH3:35])([CH3:34])[C@@H:11]([O:26][Si:27]([CH3:33])([CH3:32])[C:28]([CH3:31])([CH3:30])[CH3:29])[C:12]([O:14][CH:15]([O:19][C:20]([O:22][CH:23]([CH3:25])[CH3:24])=[O:21])[CH:16]([CH3:18])[CH3:17])=[O:13])(=[O:7])=[O:6].[N-:36]=[N+:37]=[N-:38].[Na+], predict the reaction product. (2) Given the reactants [Cl:1][C:2]1[CH:7]=[CH:6][CH:5]=[CH:4][C:3]=1[C:8]1[C:12]([C:13]2[NH:14][CH:15]=[CH:16][N:17]=2)=[CH:11][N:10]([C:18]2[C:23]([CH3:24])=[CH:22][N:21]=[C:20]([F:25])[CH:19]=2)[N:9]=1.[H-].[Na+].Cl[CH2:29][O:30][CH2:31][CH2:32][Si:33]([CH3:36])([CH3:35])[CH3:34], predict the reaction product. The product is: [Cl:1][C:2]1[CH:7]=[CH:6][CH:5]=[CH:4][C:3]=1[C:8]1[C:12]([C:13]2[N:17]([CH2:29][O:30][CH2:31][CH2:32][Si:33]([CH3:36])([CH3:35])[CH3:34])[CH:16]=[CH:15][N:14]=2)=[CH:11][N:10]([C:18]2[C:23]([CH3:24])=[CH:22][N:21]=[C:20]([F:25])[CH:19]=2)[N:9]=1. (3) Given the reactants [CH:1]([N:4]1[C:8]([C:9]2[N:14]=[CH:13][N:12]=[C:11]([NH:15][C:16]3[CH:24]=[CH:23][C:19]([C:20](O)=[O:21])=[CH:18][CH:17]=3)[N:10]=2)=[CH:7][N:6]=[C:5]1[CH3:25])([CH3:3])[CH3:2].CN(C(ON1N=NC2C=CC=NC1=2)=[N+](C)C)C.F[P-](F)(F)(F)(F)F.[C:50]1([NH2:57])[CH:55]=[CH:54][CH:53]=[CH:52][C:51]=1[NH2:56].CN1CCOCC1, predict the reaction product. The product is: [NH2:56][C:51]1[CH:52]=[CH:53][CH:54]=[CH:55][C:50]=1[NH:57][C:20](=[O:21])[C:19]1[CH:18]=[CH:17][C:16]([NH:15][C:11]2[N:10]=[C:9]([C:8]3[N:4]([CH:1]([CH3:2])[CH3:3])[C:5]([CH3:25])=[N:6][CH:7]=3)[N:14]=[CH:13][N:12]=2)=[CH:24][CH:23]=1. (4) The product is: [C:1]([O:5][C:6]([N:8]1[CH2:13][CH2:12][N:11]([C:20]2[CH:19]=[CH:18][C:17]([N+:22]([O-:24])=[O:23])=[CH:16][C:15]=2[F:14])[CH2:10][CH2:9]1)=[O:7])([CH3:4])([CH3:2])[CH3:3]. Given the reactants [C:1]([O:5][C:6]([N:8]1[CH2:13][CH2:12][NH:11][CH2:10][CH2:9]1)=[O:7])([CH3:4])([CH3:3])[CH3:2].[F:14][C:15]1[CH:16]=[C:17]([N+:22]([O-:24])=[O:23])[CH:18]=[CH:19][C:20]=1F.C([O-])([O-])=O.[K+].[K+], predict the reaction product. (5) Given the reactants [Cl:1][C:2]1[CH:7]=[C:6]([Cl:8])[CH:5]=[CH:4][C:3]=1[S:9]([NH:12][C:13]1[N:18]=[C:17](O)[C:16]([S:20][C:21]2[CH:26]=[CH:25][C:24]([S:27]([N:30]3[CH2:35][CH2:34][CH2:33][CH2:32][CH2:31]3)(=[O:29])=[O:28])=[CH:23][CH:22]=2)=[CH:15][N:14]=1)(=[O:11])=[O:10].O=P(Cl)(Cl)[Cl:38], predict the reaction product. The product is: [Cl:1][C:2]1[CH:7]=[C:6]([Cl:8])[CH:5]=[CH:4][C:3]=1[S:9]([NH:12][C:13]1[N:18]=[C:17]([Cl:38])[C:16]([S:20][C:21]2[CH:26]=[CH:25][C:24]([S:27]([N:30]3[CH2:35][CH2:34][CH2:33][CH2:32][CH2:31]3)(=[O:29])=[O:28])=[CH:23][CH:22]=2)=[CH:15][N:14]=1)(=[O:11])=[O:10]. (6) Given the reactants C(OC([N:8]1[CH2:13][CH2:12][CH:11]([NH:14][C:15]2[N:20]=[CH:19][C:18]([O:21][CH2:22][C:23]#[N:24])=[CH:17][N:16]=2)[CH2:10][CH2:9]1)=O)(C)(C)C.FC(F)(F)C(O)=O, predict the reaction product. The product is: [NH:8]1[CH2:9][CH2:10][CH:11]([NH:14][C:15]2[N:16]=[CH:17][C:18]([O:21][CH2:22][C:23]#[N:24])=[CH:19][N:20]=2)[CH2:12][CH2:13]1.